The task is: Predict the reaction yield, written as a fraction of the theoretical maximum amount of product (1.0 means a 100% yield; for example, 0.34 means a 34% yield).. This data is from Reaction yield outcomes from USPTO patents with 853,638 reactions. The reactants are [I:1][C:2]1[CH:7]=[CH:6][C:5]([N:8]=[C:9]=[O:10])=[CH:4][CH:3]=1.[O:11]1[CH:15]=[CH:14][CH2:13][CH2:12]1. No catalyst specified. The product is [I:1][C:2]1[CH:7]=[CH:6][C:5]([NH:8][C:9]([C:12]2[O:11][CH2:15][CH2:14][CH:13]=2)=[O:10])=[CH:4][CH:3]=1. The yield is 0.820.